Task: Predict the reaction yield, written as a fraction of the theoretical maximum amount of product (1.0 means a 100% yield; for example, 0.34 means a 34% yield).. Dataset: Reaction yield outcomes from USPTO patents with 853,638 reactions (1) The reactants are [CH3:1][O:2][C:3]1[CH:39]=[CH:38][C:6]([C:7]([NH:20][C:21]2[N:29]=[CH:28][N:27]=[C:26]3[C:22]=2[N:23]=[CH:24][N:25]3[C@H:30]2[O:35][C@@H:34]([CH2:36][OH:37])[C@@H:32]([OH:33])[CH2:31]2)([C:14]2[CH:19]=[CH:18][CH:17]=[CH:16][CH:15]=2)[C:8]2[CH:13]=[CH:12][CH:11]=[CH:10][CH:9]=2)=[CH:5][CH:4]=1.[CH3:40][O:41][C:42]1[CH:61]=[CH:60][C:45]([C:46](Cl)([C:53]2[CH:58]=[CH:57][CH:56]=[CH:55][CH:54]=2)[C:47]2[CH:52]=[CH:51][CH:50]=[CH:49][CH:48]=2)=[CH:44][CH:43]=1.CO. The catalyst is N1C=CC=CC=1. The product is [CH3:1][O:2][C:3]1[CH:4]=[CH:5][C:6]([C:7]([NH:20][C:21]2[N:29]=[CH:28][N:27]=[C:26]3[C:22]=2[N:23]=[CH:24][N:25]3[C@H:30]2[O:35][C@@H:34]([CH2:36][O:37][C:46]([C:53]3[CH:58]=[CH:57][CH:56]=[CH:55][CH:54]=3)([C:47]3[CH:52]=[CH:51][CH:50]=[CH:49][CH:48]=3)[C:45]3[CH:44]=[CH:43][C:42]([O:41][CH3:40])=[CH:61][CH:60]=3)[C@@H:32]([OH:33])[CH2:31]2)([C:14]2[CH:15]=[CH:16][CH:17]=[CH:18][CH:19]=2)[C:8]2[CH:9]=[CH:10][CH:11]=[CH:12][CH:13]=2)=[CH:38][CH:39]=1. The yield is 0.720. (2) The reactants are [CH3:1][O:2][C:3]1[CH:12]=[C:11]2[C:6]([CH:7]=[CH:8][C:9](=[O:16])[N:10]2[CH2:13][CH:14]=O)=[CH:5][CH:4]=1.[O:17]1[C:26]2[CH:25]=[C:24]([CH2:27][N:28]([CH:36]3[CH2:41][CH2:40][NH:39][CH2:38][CH2:37]3)[C:29](=[O:35])[O:30][C:31]([CH3:34])([CH3:33])[CH3:32])[N:23]=[CH:22][C:21]=2[O:20][CH2:19][CH2:18]1.CO.[BH-](OC(C)=O)(OC(C)=O)OC(C)=O.[Na+]. The catalyst is C(Cl)(Cl)Cl. The product is [O:17]1[C:26]2[CH:25]=[C:24]([CH2:27][N:28]([CH:36]3[CH2:41][CH2:40][N:39]([CH2:14][CH2:13][N:10]4[C:11]5[C:6](=[CH:5][CH:4]=[C:3]([O:2][CH3:1])[CH:12]=5)[CH:7]=[CH:8][C:9]4=[O:16])[CH2:38][CH2:37]3)[C:29](=[O:35])[O:30][C:31]([CH3:34])([CH3:33])[CH3:32])[N:23]=[CH:22][C:21]=2[O:20][CH2:19][CH2:18]1. The yield is 0.560. (3) The reactants are Cl[C:2]1[C:11]2[C:6](=[CH:7][CH:8]=[CH:9][CH:10]=2)[C:5]([C:12]2[CH:20]=[C:19]3[C:15]([C:16]([CH3:28])=[N:17][N:18]3[C:21]([O:23][C:24]([CH3:27])([CH3:26])[CH3:25])=[O:22])=[CH:14][CH:13]=2)=[N:4][N:3]=1.Cl.[CH3:30][N:31]([CH3:46])[CH2:32][CH2:33][CH2:34][C:35]1[CH:36]=[C:37]([CH:39]=[C:40]([C:42]([F:45])([F:44])[F:43])[CH:41]=1)[NH2:38].NC1C=CC=CC=1. The catalyst is C(O)C. The product is [CH3:46][N:31]([CH3:30])[CH2:32][CH2:33][CH2:34][C:35]1[CH:36]=[C:37]([NH:38][C:2]2[C:11]3[C:6](=[CH:7][CH:8]=[CH:9][CH:10]=3)[C:5]([C:12]3[CH:20]=[C:19]4[C:15]([C:16]([CH3:28])=[N:17][N:18]4[C:21]([O:23][C:24]([CH3:27])([CH3:26])[CH3:25])=[O:22])=[CH:14][CH:13]=3)=[N:4][N:3]=2)[CH:39]=[C:40]([C:42]([F:45])([F:44])[F:43])[CH:41]=1. The yield is 0.150. (4) The reactants are [ClH:1].CCOCC.[CH3:7][N:8]1[CH2:40][CH2:39][C@:10]2([N:14](C(OC(C)(C)C)=O)[C@@H:13]([C:22]3[N:27]=[C:26]([CH3:28])[CH:25]=[C:24]([C:29]4[CH:34]=[CH:33][C:32]([C:35]([F:38])([F:37])[F:36])=[CH:31][CH:30]=4)[N:23]=3)[CH2:12][CH2:11]2)[C:9]1=[O:41]. The catalyst is C(Cl)Cl. The product is [ClH:1].[CH3:7][N:8]1[CH2:40][CH2:39][C@:10]2([NH:14][C@@H:13]([C:22]3[N:27]=[C:26]([CH3:28])[CH:25]=[C:24]([C:29]4[CH:30]=[CH:31][C:32]([C:35]([F:38])([F:37])[F:36])=[CH:33][CH:34]=4)[N:23]=3)[CH2:12][CH2:11]2)[C:9]1=[O:41]. The yield is 0.892. (5) The reactants are CO[C:3](=[O:17])/[CH:4]=[CH:5]/[CH:6]=[CH:7]/[CH2:8][CH2:9][C:10]([O:12][C:13](C)(C)C)=[O:11].C(O)(C(F)(F)F)=O.[NH2:25][C:26]1[CH:31]=[CH:30][CH:29]=[CH:28][CH:27]=1.C(Cl)CCl. The catalyst is C(Cl)Cl.CN(C1C=CN=CC=1)C.CCOC(C)=O. The product is [CH3:13][O:12][C:10](=[O:11])/[CH:9]=[CH:8]/[CH:7]=[CH:6]/[CH2:5][CH2:4][C:3](=[O:17])[NH:25][C:26]1[CH:31]=[CH:30][CH:29]=[CH:28][CH:27]=1. The yield is 0.580. (6) The reactants are [OH:1][N:2]1[C:7]([CH3:9])([CH3:8])[CH2:6][CH2:5][CH2:4][C:3]1([CH3:11])[CH3:10].N(OC(C)(C)C)=O.[Br:19][C:20]1[CH:26]=[C:25]([Br:27])[CH:24]=[CH:23][C:21]=1N. The catalyst is [Cu](F)F.N1C=CC=CC=1. The product is [Br:19][C:20]1[CH:26]=[C:25]([Br:27])[CH:24]=[CH:23][C:21]=1[O:1][N:2]1[C:7]([CH3:9])([CH3:8])[CH2:6][CH2:5][CH2:4][C:3]1([CH3:11])[CH3:10]. The yield is 0.685. (7) The reactants are [Cl:1][C:2]1[C:10]([O:11][CH3:12])=[CH:9][C:8]([O:13][CH3:14])=[CH:7][C:3]=1C(O)=O.C([N:17]([CH2:20]C)CC)C.C1(P(N=[N+]=[N-])(C2C=CC=CC=2)=[O:29])C=CC=CC=1.[C:39]([OH:43])([CH3:42])([CH3:41])[CH3:40]. The catalyst is C1(C)C=CC=CC=1. The product is [Cl:1][C:2]1[C:10]([O:11][CH3:12])=[CH:9][C:8]([O:13][CH3:14])=[CH:7][C:3]=1[NH:17][C:20](=[O:29])[O:43][C:39]([CH3:42])([CH3:41])[CH3:40]. The yield is 0.640. (8) The reactants are P([O-])([O-])([O-])=O.[K+].[K+].[K+].Br[C:10]1[CH:11]=[CH:12][C:13]([F:27])=[C:14]([C@:16]2([CH:24]([F:26])[F:25])[C@@H:22]3[C@@H:20]([CH2:21]3)[O:19][C:18]([NH2:23])=[N:17]2)[CH:15]=1.[C:28]([C:31]1[CH:32]=[C:33](B(O)O)[CH:34]=[N:35][CH:36]=1)#[C:29][CH3:30]. The catalyst is O1CCOCC1.O.O.C(C1C(C(C)(C)C)=C([Pd]Cl)C=CC=1NC)(C)(C)C. The product is [F:25][CH:24]([F:26])[C@@:16]1([C:14]2[CH:15]=[C:10]([C:33]3[CH:34]=[N:35][CH:36]=[C:31]([C:28]#[C:29][CH3:30])[CH:32]=3)[CH:11]=[CH:12][C:13]=2[F:27])[C@@H:22]2[C@@H:20]([CH2:21]2)[O:19][C:18]([NH2:23])=[N:17]1. The yield is 0.740. (9) The reactants are COC1C=CC(C[N:8]([C:34]2[S:35][CH:36]=[CH:37][N:38]=2)[S:9]([C:12]2[CH:13]=[CH:14][C:15]3[N:20]([C:21]4[CH:26]=[CH:25][CH:24]=[CH:23][C:22]=4[C:27]4[CH:28]=[N:29][CH:30]=[N:31][CH:32]=4)[CH2:19][CH2:18][O:17][C:16]=3[CH:33]=2)(=[O:11])=[O:10])=CC=1.C(O)(C(F)(F)F)=O. The catalyst is C(Cl)Cl. The product is [N:29]1[CH:28]=[C:27]([C:22]2[CH:23]=[CH:24][CH:25]=[CH:26][C:21]=2[N:20]2[CH2:19][CH2:18][O:17][C:16]3[CH:33]=[C:12]([S:9]([NH:8][C:34]4[S:35][CH:36]=[CH:37][N:38]=4)(=[O:10])=[O:11])[CH:13]=[CH:14][C:15]2=3)[CH:32]=[N:31][CH:30]=1. The yield is 0.304.